From a dataset of Full USPTO retrosynthesis dataset with 1.9M reactions from patents (1976-2016). Predict the reactants needed to synthesize the given product. The reactants are: [CH3:1][CH:2]([CH3:39])[CH2:3][C@H:4]([NH:26][C:27]([C:29]1[CH:30]=[C:31]2[C:36](=[CH:37][CH:38]=1)[N:35]=[CH:34][CH:33]=[CH:32]2)=[O:28])[C:5](=[O:25])[NH:6][C@H:7]1[CH2:13][CH2:12][C@@H:11]([CH3:14])[N:10]([S:15]([C:18]2[CH:23]=[CH:22][CH:21]=[CH:20][N:19]=2)(=[O:17])=[O:16])[CH2:9][CH:8]1[OH:24].C(N(CC)CC)C. Given the product [CH3:1][CH:2]([CH3:39])[CH2:3][C@H:4]([NH:26][C:27]([C:29]1[CH:30]=[C:31]2[C:36](=[CH:37][CH:38]=1)[N:35]=[CH:34][CH:33]=[CH:32]2)=[O:28])[C:5](=[O:25])[NH:6][C@H:7]1[CH2:13][CH2:12][C@@H:11]([CH3:14])[N:10]([S:15]([C:18]2[CH:23]=[CH:22][CH:21]=[CH:20][N:19]=2)(=[O:17])=[O:16])[CH2:9][C:8]1=[O:24], predict the reactants needed to synthesize it.